Dataset: Catalyst prediction with 721,799 reactions and 888 catalyst types from USPTO. Task: Predict which catalyst facilitates the given reaction. (1) Product: [CH3:28][N:27]1[C:23]([C:2]2[S:3][CH:4]=[C:5]([C:7]([OH:9])=[O:8])[CH:6]=2)=[CH:24][CH:25]=[N:26]1. Reactant: Br[C:2]1[S:3][CH:4]=[C:5]([C:7]([OH:9])=[O:8])[CH:6]=1.C([O-])([O-])=O.[K+].[K+].CC1(C)COB([C:23]2[N:27]([CH3:28])[N:26]=[CH:25][CH:24]=2)OC1. The catalyst class is: 70. (2) Reactant: [CH:1]1([CH2:4][N:5]2[C:9]3[CH:10]=[CH:11][C:12]([S:14]([CH2:17][CH:18]4[CH2:23][CH2:22][N:21](C(OC(C)(C)C)=O)[CH2:20][CH2:19]4)(=[O:16])=[O:15])=[CH:13][C:8]=3[N:7]=[C:6]2[CH2:31][C:32]([CH3:35])([CH3:34])[CH3:33])[CH2:3][CH2:2]1.Cl[Si](C)(C)C. Product: [CH:1]1([CH2:4][N:5]2[C:9]3[CH:10]=[CH:11][C:12]([S:14]([CH2:17][CH:18]4[CH2:19][CH2:20][NH:21][CH2:22][CH2:23]4)(=[O:15])=[O:16])=[CH:13][C:8]=3[N:7]=[C:6]2[CH2:31][C:32]([CH3:35])([CH3:34])[CH3:33])[CH2:2][CH2:3]1. The catalyst class is: 5. (3) Reactant: [OH:1][C:2]1[CH:10]=[CH:9][C:8]([N:11]2[CH2:16][CH2:15][O:14][CH2:13][CH2:12]2)=[CH:7][C:3]=1[C:4]([NH2:6])=[O:5].[C:17]([N:24]1[CH2:29][CH2:28][C:27](=O)[CH2:26][CH2:25]1)([O:19][C:20]([CH3:23])([CH3:22])[CH3:21])=[O:18].N1CCOCC1.C(O)(C(F)(F)F)=O. Product: [C:20]([O:19][C:17]([N:24]1[CH2:29][CH2:28][C:27]2([NH:6][C:4](=[O:5])[C:3]3[CH:7]=[C:8]([N:11]4[CH2:12][CH2:13][O:14][CH2:15][CH2:16]4)[CH:9]=[CH:10][C:2]=3[O:1]2)[CH2:26][CH2:25]1)=[O:18])([CH3:23])([CH3:21])[CH3:22]. The catalyst class is: 138. (4) Reactant: [I:1][C:2]1[CH:32]=[CH:31][C:5]([C:6]([NH:8][NH:9][C:10](=O)[C:11]2[CH:16]=[CH:15][C:14]([N:17]3[CH2:22][CH2:21][N:20]([CH:23]4[CH2:28][CH2:27][CH:26]([CH3:29])[CH2:25][CH2:24]4)[CH2:19][CH2:18]3)=[CH:13][CH:12]=2)=O)=[CH:4][CH:3]=1.P12(SP3(SP(SP(S3)(S1)=S)(=S)S2)=S)=[S:34].[OH-].[Na+]. Product: [I:1][C:2]1[CH:32]=[CH:31][C:5]([C:6]2[S:34][C:10]([C:11]3[CH:16]=[CH:15][C:14]([N:17]4[CH2:22][CH2:21][N:20]([CH:23]5[CH2:28][CH2:27][CH:26]([CH3:29])[CH2:25][CH2:24]5)[CH2:19][CH2:18]4)=[CH:13][CH:12]=3)=[N:9][N:8]=2)=[CH:4][CH:3]=1. The catalyst class is: 228.